This data is from Peptide-MHC class II binding affinity with 134,281 pairs from IEDB. The task is: Regression. Given a peptide amino acid sequence and an MHC pseudo amino acid sequence, predict their binding affinity value. This is MHC class II binding data. (1) The peptide sequence is DAFIAALTEALRVIA. The MHC is DRB1_1001 with pseudo-sequence DRB1_1001. The binding affinity (normalized) is 1.00. (2) The peptide sequence is MKDLDEPGHLAPTGM. The MHC is HLA-DQA10201-DQB10202 with pseudo-sequence HLA-DQA10201-DQB10202. The binding affinity (normalized) is 0.0643. (3) The peptide sequence is MVVERLGDYLVEQGM. The MHC is HLA-DPA10103-DPB10201 with pseudo-sequence HLA-DPA10103-DPB10201. The binding affinity (normalized) is 0.499. (4) The binding affinity (normalized) is 1.00. The MHC is DRB1_0401 with pseudo-sequence DRB1_0401. The peptide sequence is SKKFIDIFKEEGSNLTSYGR. (5) The peptide sequence is KKWRDVPYLTKRQDK. The MHC is HLA-DQA10201-DQB10303 with pseudo-sequence HLA-DQA10201-DQB10303. The binding affinity (normalized) is 0. (6) The peptide sequence is AYLVLDPLIYFGPFA. The MHC is DRB1_0701 with pseudo-sequence DRB1_0701. The binding affinity (normalized) is 0.340. (7) The peptide sequence is CDASILIDPLSNQSA. The MHC is HLA-DPA10201-DPB10101 with pseudo-sequence HLA-DPA10201-DPB10101. The binding affinity (normalized) is 0.0314.